This data is from Forward reaction prediction with 1.9M reactions from USPTO patents (1976-2016). The task is: Predict the product of the given reaction. (1) The product is: [NH2:15][C:16]1[CH:21]=[CH:20][CH:19]=[CH:18][C:17]=1[C:22]1[NH:23][C:24]2[C:29]([C:30]=1[CH:31]1[CH2:32][CH2:33][CH2:34][CH2:35][CH2:36]1)=[CH:28][CH:27]=[C:26]([C:37]([O:39][CH3:1])=[O:38])[CH:25]=2. Given the reactants [C:1](O)(C(F)(F)F)=O.C(OC([NH:15][C:16]1[CH:21]=[CH:20][CH:19]=[CH:18][C:17]=1[C:22]1[NH:23][C:24]2[C:29]([C:30]=1[CH:31]1[CH2:36][CH2:35][CH2:34][CH2:33][CH2:32]1)=[CH:28][CH:27]=[C:26]([C:37]([O-:39])=[O:38])[CH:25]=2)=O)(C)(C)C, predict the reaction product. (2) Given the reactants Br[CH2:2][CH2:3][CH2:4][CH2:5][CH2:6][CH2:7][OH:8].[CH3:9][S:10]([OH:12])=[O:11].CCO.O, predict the reaction product. The product is: [CH3:9][S:10]([CH2:2][CH2:3][CH2:4][CH2:5][CH2:6][CH2:7][OH:8])(=[O:12])=[O:11]. (3) Given the reactants I[C:2]1[N:3]([CH3:13])[CH:4]=[C:5]([C:7]2[S:8][C:9]([CH3:12])=[CH:10][CH:11]=2)[N:6]=1.[CH3:14][C:15]1[S:19][C:18](B2OC(C)(C)C(C)(C)O2)=[CH:17][CH:16]=1.C([O-])([O-])=O.[Na+].[Na+], predict the reaction product. The product is: [CH3:13][N:3]1[CH:4]=[C:5]([C:7]2[S:8][C:9]([CH3:12])=[CH:10][CH:11]=2)[N:6]=[C:2]1[C:18]1[S:19][C:15]([CH3:14])=[CH:16][CH:17]=1. (4) Given the reactants [Br:1][C:2]1[CH:3]=[C:4]2[C:9](=[CH:10][CH:11]=1)[O:8][C@@:7]1([CH3:28])[CH2:12][O:13][CH2:14]/[C:15](=N\NS(C3C=CC(C)=CC=3)(=O)=O)/[C@@H:6]1[CH2:5]2.[B]1OC2C(=CC=CC=2)O1.O.O.O.C([O-])(=O)C.[Na+], predict the reaction product. The product is: [Br:1][C:2]1[CH:3]=[C:4]2[C:9](=[CH:10][CH:11]=1)[O:8][C:7]1([CH3:28])[CH2:12][O:13][CH2:14][CH2:15][CH:6]1[CH2:5]2. (5) Given the reactants Cl[C:2]1[CH:3]=[C:4]([NH:9][C:10]2[CH:19]=[C:13]3[CH2:14][N:15]([CH3:18])[CH2:16][CH2:17][N:12]3[N:11]=2)[C:5](=[O:8])[NH:6][N:7]=1.[C:20]([C:24]1[S:31][C:30]2[C:29](=[O:32])[N:28]([C:33]3[CH:38]=[CH:37][CH:36]=[C:35](B4OC(C)(C)C(C)(C)O4)[C:34]=3[CH3:48])[CH2:27][C:26]=2[CH:25]=1)([CH3:23])([CH3:22])[CH3:21].O1CCOCC1.C(=O)([O-])[O-].[Na+].[Na+], predict the reaction product. The product is: [C:20]([C:24]1[S:31][C:30]2[C:29](=[O:32])[N:28]([C:33]3[C:34]([CH3:48])=[C:35]([C:2]4[CH:3]=[C:4]([NH:9][C:10]5[CH:19]=[C:13]6[CH2:14][N:15]([CH3:18])[CH2:16][CH2:17][N:12]6[N:11]=5)[C:5](=[O:8])[NH:6][N:7]=4)[CH:36]=[CH:37][CH:38]=3)[CH2:27][C:26]=2[CH:25]=1)([CH3:23])([CH3:21])[CH3:22]. (6) Given the reactants [Cl:1][C:2]1[CH:3]=[C:4]([NH:16][C:17]2[C:26]3[C:25]([OH:27])=[CH:24][CH:23]=[CH:22][C:21]=3[N:20]=[CH:19][N:18]=2)[CH:5]=[CH:6][C:7]=1[O:8][CH2:9][C:10]1[CH:15]=[CH:14][CH:13]=[CH:12][N:11]=1.O[C@H:29]1[CH2:34][CH2:33][O:32][C:30]1=[O:31].[CH3:35][NH:36][CH2:37][CH2:38][OH:39], predict the reaction product. The product is: [Cl:1][C:2]1[CH:3]=[C:4]([NH:16][C:17]2[C:26]3[C:21](=[CH:22][CH:23]=[CH:24][C:25]=3[O:27][C@H:29]([CH2:34][CH2:33][OH:32])[C:30]([N:36]([CH2:37][CH2:38][OH:39])[CH3:35])=[O:31])[N:20]=[CH:19][N:18]=2)[CH:5]=[CH:6][C:7]=1[O:8][CH2:9][C:10]1[CH:15]=[CH:14][CH:13]=[CH:12][N:11]=1.